From a dataset of Full USPTO retrosynthesis dataset with 1.9M reactions from patents (1976-2016). Predict the reactants needed to synthesize the given product. (1) Given the product [CH3:10][O:11][C:12]1[N:16]([C:17]2[CH:18]=[CH:19][C:20]([C:23]([F:26])([F:24])[F:25])=[CH:21][CH:22]=2)[N:15]=[C:14]([CH2:27][NH:9][C@@H:7]([C:1]2[CH:6]=[CH:5][CH:4]=[CH:3][CH:2]=2)[CH3:8])[CH:13]=1, predict the reactants needed to synthesize it. The reactants are: [C:1]1([C@H:7]([NH2:9])[CH3:8])[CH:6]=[CH:5][CH:4]=[CH:3][CH:2]=1.[CH3:10][O:11][C:12]1[N:16]([C:17]2[CH:22]=[CH:21][C:20]([C:23]([F:26])([F:25])[F:24])=[CH:19][CH:18]=2)[N:15]=[C:14]([CH:27]=O)[CH:13]=1.C(O[BH-](OC(=O)C)OC(=O)C)(=O)C.[Na+]. (2) Given the product [O:32]=[C:9]1[CH2:8][C@@H:7]2[C@:27]([CH3:30])([CH2:28][CH2:29][C@H:5]([OH:4])[CH2:6]2)[C:26]2[CH2:25][CH2:24][C@@:23]3([CH3:31])[C@@H:11]([CH2:12][CH2:13][C@@H:14]3[C@H:15]([CH3:22])[CH2:16][CH2:17][CH2:18][CH:19]([CH3:21])[CH3:20])[C:10]1=2, predict the reactants needed to synthesize it. The reactants are: C([O:4][C@H:5]1[CH2:29][CH2:28][C@@:27]2([CH3:30])[C@@H:7]([CH2:8][C:9](=[O:32])[C:10]3[C@H:11]4[C@:23]([CH3:31])([CH2:24][CH2:25][C:26]=32)[C@@H:14]([C@H:15]([CH3:22])[CH2:16][CH2:17][CH2:18][CH:19]([CH3:21])[CH3:20])[CH2:13][CH2:12]4)[CH2:6]1)(=O)C.Cl.O.